This data is from Peptide-MHC class II binding affinity with 134,281 pairs from IEDB. The task is: Regression. Given a peptide amino acid sequence and an MHC pseudo amino acid sequence, predict their binding affinity value. This is MHC class II binding data. (1) The peptide sequence is VKLVDANGKLHDKKS. The MHC is HLA-DQA10102-DQB10602 with pseudo-sequence HLA-DQA10102-DQB10602. The binding affinity (normalized) is 0. (2) The MHC is DRB1_1001 with pseudo-sequence DRB1_1001. The binding affinity (normalized) is 0.645. The peptide sequence is LVGPFNFRFMSKGGMRNVFDEVIPT. (3) The peptide sequence is VAEAAGKTKEGVLYV. The MHC is HLA-DQA10301-DQB10302 with pseudo-sequence HLA-DQA10301-DQB10302. The binding affinity (normalized) is 0.227. (4) The peptide sequence is NIQGITKPAIRRLAR. The MHC is DRB1_0101 with pseudo-sequence DRB1_0101. The binding affinity (normalized) is 0.505. (5) The peptide sequence is KLPKPPKPVSKMRMATPLL. The MHC is HLA-DPA10301-DPB10402 with pseudo-sequence HLA-DPA10301-DPB10402. The binding affinity (normalized) is 0.194. (6) The peptide sequence is ILQLLKDFLELLRYL. The MHC is DRB3_0101 with pseudo-sequence DRB3_0101. The binding affinity (normalized) is 0.578. (7) The peptide sequence is GKKKYKLKHIVWASREL. The MHC is DRB1_0101 with pseudo-sequence DRB1_0101. The binding affinity (normalized) is 0.678. (8) The peptide sequence is AGLTHMMIWHSNLND. The MHC is DRB1_0301 with pseudo-sequence DRB1_0301. The binding affinity (normalized) is 0.155. (9) The peptide sequence is LKAYFTAKINEMVDE. The MHC is H-2-IAb with pseudo-sequence H-2-IAb. The binding affinity (normalized) is 0.456. (10) The peptide sequence is EHREVLQWKFDSQLARRH. The MHC is DRB1_0901 with pseudo-sequence DRB1_0901. The binding affinity (normalized) is 0.300.